This data is from Full USPTO retrosynthesis dataset with 1.9M reactions from patents (1976-2016). The task is: Predict the reactants needed to synthesize the given product. (1) Given the product [Cl:21][C:17]1[CH:16]=[C:15]([C:12]2[CH:13]=[CH:14][C:9]([CH2:8][C@@H:7]([NH:22][C:31]([CH:26]3[CH2:27][CH2:28][CH2:29][CH2:30][O:25]3)=[O:32])[CH2:6][C@@H:5]([OH:23])[C:4]([OH:3])=[O:24])=[CH:10][CH:11]=2)[CH:20]=[CH:19][CH:18]=1, predict the reactants needed to synthesize it. The reactants are: C([O:3][C:4](=[O:24])[C@H:5]([OH:23])[CH2:6][C@H:7]([NH2:22])[CH2:8][C:9]1[CH:14]=[CH:13][C:12]([C:15]2[CH:20]=[CH:19][CH:18]=[C:17]([Cl:21])[CH:16]=2)=[CH:11][CH:10]=1)C.[O:25]1[CH2:30][CH2:29][CH2:28][CH2:27][CH:26]1[C:31](O)=[O:32].CN(C(ON1N=NC2C=CC=NC1=2)=[N+](C)C)C.F[P-](F)(F)(F)(F)F.CCN(C(C)C)C(C)C.[Li+].[OH-]. (2) Given the product [NH2:23][C:22]1[C:3]2[C:2](=[CH:21][CH:20]=[CH:19][C:4]=2[O:5][CH2:6][CH:7]2[CH2:12][CH2:11][CH:10]([C:13](=[O:14])[NH:15][CH:16]([CH3:18])[CH3:17])[CH2:9][CH2:8]2)[N:1]=[C:25]([CH3:32])[C:26]=1[C:27]([O:29][CH2:30][CH3:31])=[O:28], predict the reactants needed to synthesize it. The reactants are: [NH2:1][C:2]1[C:3]([C:22]#[N:23])=[C:4]([CH:19]=[CH:20][CH:21]=1)[O:5][CH2:6][CH:7]1[CH2:12][CH2:11][CH:10]([C:13]([NH:15][CH:16]([CH3:18])[CH3:17])=[O:14])[CH2:9][CH2:8]1.O=[C:25]([CH3:32])[CH2:26][C:27]([O:29][CH2:30][CH3:31])=[O:28].